From a dataset of Full USPTO retrosynthesis dataset with 1.9M reactions from patents (1976-2016). Predict the reactants needed to synthesize the given product. (1) Given the product [CH:18]1([C:16]([NH:15][C:13]2[N:14]=[C:9]3[CH:8]=[CH:7][C:6]([O:5][C:4]4[CH:3]=[C:2]([NH:1][C:28](=[O:29])[C:27]5[CH:31]=[CH:32][CH:33]=[CH:34][C:26]=5[C:25]([F:24])([F:35])[F:36])[CH:23]=[CH:22][CH:21]=4)=[N:11][N:10]3[CH:12]=2)=[O:17])[CH2:20][CH2:19]1, predict the reactants needed to synthesize it. The reactants are: [NH2:1][C:2]1[CH:3]=[C:4]([CH:21]=[CH:22][CH:23]=1)[O:5][C:6]1[CH:7]=[CH:8][C:9]2[N:10]([CH:12]=[C:13]([NH:15][C:16]([CH:18]3[CH2:20][CH2:19]3)=[O:17])[N:14]=2)[N:11]=1.[F:24][C:25]([F:36])([F:35])[C:26]1[CH:34]=[CH:33][CH:32]=[CH:31][C:27]=1[C:28](O)=[O:29].C(Cl)(=O)C(Cl)=O.O1CCCC1. (2) Given the product [CH3:23][C:24]1[C:32]2[C:27](=[C:28]([CH3:36])[CH:29]=[C:30]([C:33]([N:21]3[CH2:16][CH2:15][C:11]4([NH:10][C:9](=[O:22])[C:8]5[N:7]([CH:45]([CH3:46])[CH3:44])[N:6]=[CH:14][C:13]=5[CH2:12]4)[CH2:20][CH2:19]3)=[O:35])[CH:31]=2)[NH:26][N:25]=1, predict the reactants needed to synthesize it. The reactants are: Cl.C([N:6]1[CH:14]=[C:13]2[C:8]([C:9](=[O:22])[NH:10][C:11]3([CH2:20][CH:19]4[NH:21][CH:16](CC4)[CH2:15]3)[CH2:12]2)=[N:7]1)(C)(C)C.[CH3:23][C:24]1[C:32]2[C:27](=[C:28]([CH3:36])[CH:29]=[C:30]([C:33]([OH:35])=O)[CH:31]=2)[NH:26][N:25]=1.C(N(CC)CC)C.[CH3:44][CH2:45][CH2:46]P1(OP(CCC)(=O)OP(CCC)(=O)O1)=O. (3) Given the product [CH3:33][C:8]1[CH:9]=[C:10]([O:13][C:14]2[CH:15]=[C:16]([O:21][C:22]3[CH:23]=[CH:24][C:25]([C:28]([F:30])([F:31])[F:29])=[CH:26][C:27]=3[O:41][C:40]3[CH:39]=[CH:38][CH:37]=[CH:36][C:35]=3[CH3:42])[CH:17]=[C:18]([CH3:20])[CH:19]=2)[CH:11]=[CH:12][C:7]=1[CH2:6][CH2:5][C:4]([OH:34])=[O:3], predict the reactants needed to synthesize it. The reactants are: C([O:3][C:4](=[O:34])[CH2:5][CH2:6][C:7]1[CH:12]=[CH:11][C:10]([O:13][C:14]2[CH:19]=[C:18]([CH3:20])[CH:17]=[C:16]([O:21][C:22]3[CH:27]=[CH:26][C:25]([C:28]([F:31])([F:30])[F:29])=[CH:24][C:23]=3Br)[CH:15]=2)=[CH:9][C:8]=1[CH3:33])C.[C:35]1([CH3:42])[C:40]([OH:41])=[CH:39][CH:38]=[CH:37][CH:36]=1. (4) The reactants are: Br[C:2]1[CH:3]=[C:4]2[C:9](=[CH:10][CH:11]=1)[N:8]=[CH:7][C:6]([C:12]([CH:14]1[CH2:16][CH2:15]1)=[O:13])=[C:5]2[NH:17][C:18]1[CH:19]=[N:20][N:21]([CH:23]2[CH2:28][CH2:27][N:26]([C:29]([O:31][C:32]([CH3:35])([CH3:34])[CH3:33])=[O:30])[CH2:25][CH2:24]2)[CH:22]=1.[Cl:36][C:37]1[CH:42]=[C:41](B2OC(C)(C)C(C)(C)O2)[CH:40]=[C:39]([F:52])[C:38]=1[OH:53]. Given the product [Cl:36][C:37]1[CH:42]=[C:41]([C:2]2[CH:3]=[C:4]3[C:9](=[CH:10][CH:11]=2)[N:8]=[CH:7][C:6]([C:12]([CH:14]2[CH2:16][CH2:15]2)=[O:13])=[C:5]3[NH:17][C:18]2[CH:19]=[N:20][N:21]([CH:23]3[CH2:24][CH2:25][N:26]([C:29]([O:31][C:32]([CH3:35])([CH3:33])[CH3:34])=[O:30])[CH2:27][CH2:28]3)[CH:22]=2)[CH:40]=[C:39]([F:52])[C:38]=1[OH:53], predict the reactants needed to synthesize it. (5) Given the product [CH3:38][CH2:37][NH:39][C:40]([NH:1][C:2]1[CH:3]=[CH:4][C:5]([C:8]2[C:12]([C:13]3[CH:18]=[CH:17][N:16]=[C:15]4[C:14]=3[CH:21]=[C:20]([C:22]3[CH:27]=[CH:26][CH:25]=[C:24]([CH2:28][N:29]5[CH2:30][CH2:31][O:32][CH2:33][CH2:34]5)[CH:23]=3)[NH:19]4)=[CH:11][N:10]([CH2:35][CH3:36])[N:9]=2)=[CH:6][CH:7]=1)=[O:41], predict the reactants needed to synthesize it. The reactants are: [NH2:1][C:2]1[CH:7]=[CH:6][C:5]([C:8]2[C:12]([C:13]3[CH:18]=[CH:17][N:16]=[C:15]4[NH:19][C:20]([C:22]5[CH:27]=[CH:26][CH:25]=[C:24]([CH2:28][N:29]6[CH2:34][CH2:33][O:32][CH2:31][CH2:30]6)[CH:23]=5)=[CH:21][C:14]=34)=[CH:11][N:10]([CH2:35][CH3:36])[N:9]=2)=[CH:4][CH:3]=1.[CH2:37]([N:39]=[C:40]=[O:41])[CH3:38]. (6) Given the product [CH3:16][O:17][CH2:18][N:1]1[C:9]2[C:4](=[CH:5][C:6]([C:10]([O:12][CH3:13])=[O:11])=[CH:7][CH:8]=2)[CH:3]=[N:2]1, predict the reactants needed to synthesize it. The reactants are: [NH:1]1[C:9]2[C:4](=[CH:5][C:6]([C:10]([O:12][CH3:13])=[O:11])=[CH:7][CH:8]=2)[CH:3]=[N:2]1.[H-].[Na+].[CH2:16](Br)[O:17][CH3:18]. (7) Given the product [Cl:27][C:17]1[C:18]([O:25][CH3:26])=[CH:19][C:20]([O:23][CH3:24])=[C:21]([F:22])[C:16]=1[C:9]1[CH:8]=[CH:7][C:6]([C:4]([OH:5])=[O:3])=[C:15]2[C:10]=1[CH:11]=[CH:12][CH:13]=[N:14]2, predict the reactants needed to synthesize it. The reactants are: C([O:3][C:4]([C:6]1[CH:7]=[CH:8][C:9]([C:16]2[C:21]([F:22])=[C:20]([O:23][CH3:24])[CH:19]=[C:18]([O:25][CH3:26])[C:17]=2[Cl:27])=[C:10]2[C:15]=1[N:14]=[CH:13][CH:12]=[CH:11]2)=[O:5])C.[Li+].[OH-].C1COCC1. (8) Given the product [C:1]([C:4]1[C:22](=[O:23])[C@@:8]2([CH3:24])[C:9]3[C:15]([OH:16])=[CH:14][C:13]([O:17][CH3:18])=[C:12]([C:19]([NH:21][CH2:42][C:28]4[C:29]5[C:34](=[CH:33][CH:32]=[CH:31][CH:30]=5)[C:35]([O:38][CH2:39][CH2:40][CH3:41])=[C:36]([CH3:37])[C:27]=4[CH3:26])=[O:20])[C:10]=3[O:11][C:7]2=[CH:6][C:5]=1[OH:25])(=[O:3])[CH3:2], predict the reactants needed to synthesize it. The reactants are: [C:1]([C:4]1[C:22](=[O:23])[C@@:8]2([CH3:24])[C:9]3[C:15]([OH:16])=[CH:14][C:13]([O:17][CH3:18])=[C:12]([C:19]([NH2:21])=[O:20])[C:10]=3[O:11][C:7]2=[CH:6][C:5]=1[OH:25])(=[O:3])[CH3:2].[CH3:26][C:27]1[C:36]([CH3:37])=[C:35]([O:38][CH2:39][CH2:40][CH3:41])[C:34]2[C:29](=[CH:30][CH:31]=[CH:32][CH:33]=2)[C:28]=1[CH:42]=O.C([SiH](CC)CC)C.FC(F)(F)C(O)=O. (9) Given the product [F:32][C:33]([F:38])([F:37])[C:34]([OH:36])=[O:35].[F:30][C:2]([F:1])([F:31])[C:3]1[CH:8]=[CH:7][C:6]([C:9]2[O:13][N:12]=[C:11]([CH:14]3[CH2:17][C:16]4([CH2:18][CH2:19][NH:20][CH2:21][CH2:22]4)[CH2:15]3)[N:10]=2)=[CH:5][CH:4]=1, predict the reactants needed to synthesize it. The reactants are: [F:1][C:2]([F:31])([F:30])[C:3]1[CH:8]=[CH:7][C:6]([C:9]2[O:13][N:12]=[C:11]([CH:14]3[CH2:17][C:16]4([CH2:22][CH2:21][N:20](C(OC(C)(C)C)=O)[CH2:19][CH2:18]4)[CH2:15]3)[N:10]=2)=[CH:5][CH:4]=1.[F:32][C:33]([F:38])([F:37])[C:34]([OH:36])=[O:35]. (10) Given the product [C:1]([OH:8])(=[O:7])/[CH:2]=[CH:3]/[C:4]([OH:6])=[O:5].[C:1]([OH:8])(=[O:7])/[CH:2]=[CH:3]/[C:4]([OH:6])=[O:5].[NH2:9][C:10]1[N:15]=[C:14]([CH3:16])[C:13]([CH2:17][C:18]2[CH:19]=[CH:20][C:21]([CH2:24][C:25]([O:27][CH2:28][CH2:29][CH2:30][CH2:31][N:32]([CH3:33])[CH3:34])=[O:26])=[CH:22][CH:23]=2)=[C:12]([NH:35][CH2:36][CH2:37][CH2:38][CH2:39][CH3:40])[N:11]=1, predict the reactants needed to synthesize it. The reactants are: [C:1]([OH:8])(=[O:7])/[CH:2]=[CH:3]/[C:4]([OH:6])=[O:5].[NH2:9][C:10]1[N:15]=[C:14]([CH3:16])[C:13]([CH2:17][C:18]2[CH:23]=[CH:22][C:21]([CH2:24][C:25]([O:27][CH2:28][CH2:29][CH2:30][CH2:31][N:32]([CH3:34])[CH3:33])=[O:26])=[CH:20][CH:19]=2)=[C:12]([NH:35][CH2:36][CH2:37][CH2:38][CH2:39][CH3:40])[N:11]=1.